This data is from Full USPTO retrosynthesis dataset with 1.9M reactions from patents (1976-2016). The task is: Predict the reactants needed to synthesize the given product. (1) Given the product [C:1]([C:4]1[C:33](=[O:34])[N:32]([CH:35]2[CH2:39][CH2:38][CH2:37][CH2:36]2)[C:7]2[N:8]=[C:9]([NH:12][C:13]3[N:18]=[N:17][C:16]([N:19]4[CH2:20][CH2:21][NH:22][CH2:23][CH2:24]4)=[CH:15][CH:14]=3)[N:10]=[CH:11][C:6]=2[C:5]=1[CH3:40])(=[O:3])[CH3:2], predict the reactants needed to synthesize it. The reactants are: [C:1]([C:4]1[C:33](=[O:34])[N:32]([CH:35]2[CH2:39][CH2:38][CH2:37][CH2:36]2)[C:7]2[N:8]=[C:9]([NH:12][C:13]3[N:18]=[N:17][C:16]([N:19]4[CH2:24][CH2:23][N:22](C(OC(C)(C)C)=O)[CH2:21][CH2:20]4)=[CH:15][CH:14]=3)[N:10]=[CH:11][C:6]=2[C:5]=1[CH3:40])(=[O:3])[CH3:2]. (2) The reactants are: [NH2:1][C:2]1[CH:10]=[N:9][CH:8]=[CH:7][C:3]=1[C:4]([OH:6])=[O:5].S(=O)(=O)(O)O.[CH2:16](O)[CH3:17]. Given the product [NH2:1][C:2]1[CH:10]=[N:9][CH:8]=[CH:7][C:3]=1[C:4]([O:6][CH2:16][CH3:17])=[O:5], predict the reactants needed to synthesize it. (3) Given the product [F:1][C:2]1[C:3]([NH:40][CH2:41][C:42]2[CH:43]=[CH:44][N:45]=[CH:46][CH:47]=2)=[C:4]([CH:10]=[C:11]([C:13]2[CH:14]=[C:15]3[C:21]([C:22]4[CH:27]=[CH:26][CH:25]=[CH:24][C:23]=4[O:28][CH3:29])=[CH:20][NH:19][C:16]3=[N:17][CH:18]=2)[CH:12]=1)[C:5]([N:7]([CH3:9])[CH3:8])=[O:6], predict the reactants needed to synthesize it. The reactants are: [F:1][C:2]1[C:3]([NH:40][CH2:41][C:42]2[CH:47]=[CH:46][N:45]=[CH:44][CH:43]=2)=[C:4]([CH:10]=[C:11]([C:13]2[CH:14]=[C:15]3[C:21]([C:22]4[CH:27]=[CH:26][CH:25]=[CH:24][C:23]=4[O:28][CH3:29])=[CH:20][N:19](S(C4C=CC(C)=CC=4)(=O)=O)[C:16]3=[N:17][CH:18]=2)[CH:12]=1)[C:5]([N:7]([CH3:9])[CH3:8])=[O:6].[OH-].[K+]. (4) Given the product [CH3:1][O:2][C:3](=[O:43])[C@@H:4]([NH:16][C:17](=[O:42])[C@@H:18]([NH:41][CH2:60][C:59]1[CH:62]=[CH:63][C:56]([O:49][C:50]2[CH:51]=[CH:52][CH:53]=[CH:54][CH:55]=2)=[CH:57][CH:58]=1)[CH2:19][CH2:20][CH2:21][CH2:22][NH:23][C:24]([O:26][CH2:27][CH:28]1[C:40]2[CH:39]=[CH:38][CH:37]=[CH:36][C:35]=2[C:34]2[C:29]1=[CH:30][CH:31]=[CH:32][CH:33]=2)=[O:25])[CH2:5][C:6]1[CH:15]=[CH:14][C:13]2[C:8](=[CH:9][CH:10]=[CH:11][CH:12]=2)[CH:7]=1, predict the reactants needed to synthesize it. The reactants are: [CH3:1][O:2][C:3](=[O:43])[C@@H:4]([NH:16][C:17](=[O:42])[CH:18]([NH2:41])[CH2:19][CH2:20][CH2:21][CH2:22][NH:23][C:24]([O:26][CH2:27][CH:28]1[C:40]2[CH:39]=[CH:38][CH:37]=[CH:36][C:35]=2[C:34]2[C:29]1=[CH:30][CH:31]=[CH:32][CH:33]=2)=[O:25])[CH2:5][C:6]1[CH:15]=[CH:14][C:13]2[C:8](=[CH:9][CH:10]=[CH:11][CH:12]=2)[CH:7]=1.C([O-])(=O)C.[Na+].[O:49]([C:56]1[CH:63]=[CH:62][C:59]([CH:60]=O)=[CH:58][CH:57]=1)[C:50]1[CH:55]=[CH:54][CH:53]=[CH:52][CH:51]=1.C([BH3-])#N.[Na+]. (5) Given the product [Cl:8][C:6]1[N:7]=[C:2]([C:35]2[CH:40]=[CH:39][CH:38]=[CH:37][N:36]=2)[C:3](=[O:21])[N:4]([CH2:17][CH:18]([CH3:20])[CH3:19])[C:5]=1[C:9]1[C:14]([F:15])=[CH:13][CH:12]=[CH:11][C:10]=1[F:16], predict the reactants needed to synthesize it. The reactants are: Cl[C:2]1[C:3](=[O:21])[N:4]([CH2:17][CH:18]([CH3:20])[CH3:19])[C:5]([C:9]2[C:14]([F:15])=[CH:13][CH:12]=[CH:11][C:10]=2[F:16])=[C:6]([Cl:8])[N:7]=1.C([Sn]([C:35]1[CH:40]=[CH:39][CH:38]=[CH:37][N:36]=1)(CCCC)CCCC)CCC. (6) Given the product [CH2:1]([C:5]1[N:6]=[C:7]([CH3:27])[N:8]([CH2:35][C:36]2[CH:41]=[C:40]([F:42])[CH:39]=[CH:38][C:37]=2[F:43])[C:9](=[O:26])[C:10]=1[CH2:11][C:12]1[CH:17]=[CH:16][C:15]([C:18]2[C:19]([C:24]#[N:25])=[CH:20][CH:21]=[CH:22][CH:23]=2)=[CH:14][CH:13]=1)[CH2:2][CH2:3][CH3:4], predict the reactants needed to synthesize it. The reactants are: [CH2:1]([C:5]1[N:6]=[C:7]([CH3:27])[NH:8][C:9](=[O:26])[C:10]=1[CH2:11][C:12]1[CH:17]=[CH:16][C:15]([C:18]2[C:19]([C:24]#[N:25])=[CH:20][CH:21]=[CH:22][CH:23]=2)=[CH:14][CH:13]=1)[CH2:2][CH2:3][CH3:4].C(=O)([O-])[O-].[K+].[K+].Br[CH2:35][C:36]1[CH:41]=[C:40]([F:42])[CH:39]=[CH:38][C:37]=1[F:43].CN(C)C=O.